From a dataset of NCI-60 drug combinations with 297,098 pairs across 59 cell lines. Regression. Given two drug SMILES strings and cell line genomic features, predict the synergy score measuring deviation from expected non-interaction effect. (1) Drug 1: C1CC(=O)NC(=O)C1N2CC3=C(C2=O)C=CC=C3N. Drug 2: CCC1=C2CN3C(=CC4=C(C3=O)COC(=O)C4(CC)O)C2=NC5=C1C=C(C=C5)O. Cell line: HL-60(TB). Synergy scores: CSS=78.6, Synergy_ZIP=9.35, Synergy_Bliss=11.3, Synergy_Loewe=-23.0, Synergy_HSA=15.9. (2) Drug 1: C1C(C(OC1N2C=C(C(=O)NC2=O)F)CO)O. Drug 2: C1=CC=C(C(=C1)C(C2=CC=C(C=C2)Cl)C(Cl)Cl)Cl. Cell line: SF-268. Synergy scores: CSS=25.1, Synergy_ZIP=-5.13, Synergy_Bliss=2.21, Synergy_Loewe=-23.5, Synergy_HSA=0.623. (3) Drug 2: CC1C(C(CC(O1)OC2CC(CC3=C2C(=C4C(=C3O)C(=O)C5=C(C4=O)C(=CC=C5)OC)O)(C(=O)CO)O)N)O.Cl. Synergy scores: CSS=45.9, Synergy_ZIP=-4.41, Synergy_Bliss=-3.33, Synergy_Loewe=-3.64, Synergy_HSA=0.254. Drug 1: C1=CN(C(=O)N=C1N)C2C(C(C(O2)CO)O)O.Cl. Cell line: UO-31. (4) Drug 1: CN1CCC(CC1)COC2=C(C=C3C(=C2)N=CN=C3NC4=C(C=C(C=C4)Br)F)OC. Drug 2: CC1=C(C=C(C=C1)NC2=NC=CC(=N2)N(C)C3=CC4=NN(C(=C4C=C3)C)C)S(=O)(=O)N.Cl. Cell line: M14. Synergy scores: CSS=-1.97, Synergy_ZIP=3.74, Synergy_Bliss=3.61, Synergy_Loewe=0.744, Synergy_HSA=-0.144. (5) Cell line: HCT-15. Synergy scores: CSS=-4.92, Synergy_ZIP=4.81, Synergy_Bliss=5.92, Synergy_Loewe=-10.1, Synergy_HSA=-4.76. Drug 1: C1CCN(CC1)CCOC2=CC=C(C=C2)C(=O)C3=C(SC4=C3C=CC(=C4)O)C5=CC=C(C=C5)O. Drug 2: CN(C(=O)NC(C=O)C(C(C(CO)O)O)O)N=O. (6) Drug 1: C1=CC(=CC=C1CC(C(=O)O)N)N(CCCl)CCCl.Cl. Drug 2: C1=NC(=NC(=O)N1C2C(C(C(O2)CO)O)O)N. Cell line: TK-10. Synergy scores: CSS=1.81, Synergy_ZIP=-0.323, Synergy_Bliss=-1.79, Synergy_Loewe=-7.56, Synergy_HSA=-5.23. (7) Drug 1: CC(C)(C#N)C1=CC(=CC(=C1)CN2C=NC=N2)C(C)(C)C#N. Drug 2: N.N.Cl[Pt+2]Cl. Cell line: SK-MEL-5. Synergy scores: CSS=59.8, Synergy_ZIP=-0.382, Synergy_Bliss=0.356, Synergy_Loewe=1.57, Synergy_HSA=1.64. (8) Drug 1: CC1=C2C(C(=O)C3(C(CC4C(C3C(C(C2(C)C)(CC1OC(=O)C(C(C5=CC=CC=C5)NC(=O)OC(C)(C)C)O)O)OC(=O)C6=CC=CC=C6)(CO4)OC(=O)C)OC)C)OC. Drug 2: C1=CC(=C2C(=C1NCCNCCO)C(=O)C3=C(C=CC(=C3C2=O)O)O)NCCNCCO. Cell line: HT29. Synergy scores: CSS=82.2, Synergy_ZIP=17.2, Synergy_Bliss=13.9, Synergy_Loewe=0.561, Synergy_HSA=17.8.